Dataset: Reaction yield outcomes from USPTO patents with 853,638 reactions. Task: Predict the reaction yield, written as a fraction of the theoretical maximum amount of product (1.0 means a 100% yield; for example, 0.34 means a 34% yield). (1) The reactants are [Cl:1][C:2]1[C:3]([F:10])=[C:4]([C:6]([F:9])=[CH:7][CH:8]=1)[NH2:5].Br.Br[CH:13]([C:15]1[CH:16]=[C:17]([C:32]([N:34]([CH3:36])[CH3:35])=[O:33])[CH:18]=[C:19]2[C:24]=1[O:23][C:22]([N:25]1[CH2:30][CH2:29][O:28][CH2:27][CH2:26]1)=[CH:21][C:20]2=[O:31])[CH3:14]. No catalyst specified. The product is [Cl:1][C:2]1[C:3]([F:10])=[C:4]([NH:5][CH:13]([C:15]2[CH:16]=[C:17]([C:32]([N:34]([CH3:36])[CH3:35])=[O:33])[CH:18]=[C:19]3[C:24]=2[O:23][C:22]([N:25]2[CH2:30][CH2:29][O:28][CH2:27][CH2:26]2)=[CH:21][C:20]3=[O:31])[CH3:14])[C:6]([F:9])=[CH:7][CH:8]=1. The yield is 0.470. (2) The reactants are [CH2:1]([O:8][C:9]1[CH:10]=[C:11]2[C:15](=[CH:16][CH:17]=1)[NH:14][CH:13]=[CH:12]2)[C:2]1[CH:7]=[CH:6][CH:5]=[CH:4][CH:3]=1.CO[C:20]1[CH:21]=[C:22]([CH:25]=[C:26]([O:28][CH3:29])[CH:27]=1)[CH2:23]Br.C1C[O:33][CH2:32]C1. No catalyst specified. The product is [CH3:32][O:33][C:25]1[C:26]([O:28][CH3:29])=[CH:27][CH:20]=[CH:21][C:22]=1[CH2:23][N:14]1[C:15]2[C:11](=[CH:10][C:9]([O:8][CH2:1][C:2]3[CH:3]=[CH:4][CH:5]=[CH:6][CH:7]=3)=[CH:17][CH:16]=2)[CH:12]=[CH:13]1. The yield is 0.760.